The task is: Regression. Given a peptide amino acid sequence and an MHC pseudo amino acid sequence, predict their binding affinity value. This is MHC class II binding data.. This data is from Peptide-MHC class II binding affinity with 134,281 pairs from IEDB. (1) The MHC is DRB1_0301 with pseudo-sequence DRB1_0301. The binding affinity (normalized) is 0.554. The peptide sequence is RSKFLLMDALKLSIED. (2) The peptide sequence is TDAATLAQEAGNFER. The MHC is DRB1_1101 with pseudo-sequence DRB1_1101. The binding affinity (normalized) is 0. (3) The peptide sequence is AALLVVAVGLRV. The MHC is DRB3_0101 with pseudo-sequence DRB3_0101. The binding affinity (normalized) is 0. (4) The peptide sequence is ISRRDQRGSGQVVTY. The MHC is DRB1_0701 with pseudo-sequence DRB1_0701. The binding affinity (normalized) is 0.258.